Task: Predict the reaction yield, written as a fraction of the theoretical maximum amount of product (1.0 means a 100% yield; for example, 0.34 means a 34% yield).. Dataset: Reaction yield outcomes from USPTO patents with 853,638 reactions (1) The reactants are [CH3:1][C:2]1[C:3]([CH2:8][N:9]([CH2:16][C:17]2[C:22]([CH3:23])=[CH:21][CH:20]=[CH:19][N:18]=2)[CH:10]2[CH2:15][CH2:14][NH:13][CH2:12][CH2:11]2)=[N:4][CH:5]=[CH:6][CH:7]=1.[NH:24]1[CH:28]=[C:27]([C:29](O)=[O:30])[N:26]=[CH:25]1.CCN=C=NCCCN(C)C. The catalyst is CN(C=O)C.CN(C1C=CN=CC=1)C.O.[Cl-].[Na+].O. The product is [CH3:1][C:2]1[C:3]([CH2:8][N:9]([CH2:16][C:17]2[C:22]([CH3:23])=[CH:21][CH:20]=[CH:19][N:18]=2)[CH:10]2[CH2:15][CH2:14][N:13]([C:29]([C:27]3[N:26]=[CH:25][NH:24][CH:28]=3)=[O:30])[CH2:12][CH2:11]2)=[N:4][CH:5]=[CH:6][CH:7]=1. The yield is 0.300. (2) The reactants are [C:1]([C:3]1[NH:7][C:6]([C:8]2[CH:13]=[CH:12][C:11]([NH:14][S:15]([CH2:18][CH3:19])(=[O:17])=[O:16])=[CH:10][CH:9]=2)=[CH:5][CH:4]=1)#[N:2].[CH3:20][C:21](C)([O-])[CH3:22].[K+].C(Br)C#C. No catalyst specified. The product is [C:1]([C:3]1[N:7]([CH2:22][C:21]#[CH:20])[C:6]([C:8]2[CH:9]=[CH:10][C:11]([NH:14][S:15]([CH2:18][CH3:19])(=[O:17])=[O:16])=[CH:12][CH:13]=2)=[CH:5][CH:4]=1)#[N:2]. The yield is 0.0630.